This data is from Forward reaction prediction with 1.9M reactions from USPTO patents (1976-2016). The task is: Predict the product of the given reaction. (1) Given the reactants [CH3:1][O:2][C:3]([C:5]1[C:10]([C:11]([O:13][CH3:14])=[O:12])=[CH:9][CH:8]=[C:7](Cl)[N:6]=1)=[O:4].[Br:16][C:17]1[CH:24]=[CH:23][C:22]([OH:25])=[CH:21][C:18]=1[CH:19]=[O:20].C(=O)([O-])[O-].[Cs+].[Cs+], predict the reaction product. The product is: [CH3:1][O:2][C:3]([C:5]1[C:10]([C:11]([O:13][CH3:14])=[O:12])=[CH:9][CH:8]=[C:7]([O:25][C:22]2[CH:23]=[CH:24][C:17]([Br:16])=[C:18]([CH:19]=[O:20])[CH:21]=2)[N:6]=1)=[O:4]. (2) Given the reactants I[C:2]1[N:6]2[N:7]=[CH:8][C:9]([C:11]3[CH:12]=[C:13]([CH:18]=[CH:19][CH:20]=3)[C:14]([O:16][CH3:17])=[O:15])=[CH:10][C:5]2=[N:4][CH:3]=1.[CH3:21][NH:22][C:23]([NH:25][C:26]1[CH:31]=[CH:30][CH:29]=[C:28](B2OC(C)(C)C(C)(C)O2)[CH:27]=1)=[O:24].C(=O)([O-])[O-].[Na+].[Na+], predict the reaction product. The product is: [CH3:21][NH:22][C:23]([NH:25][C:26]1[CH:27]=[C:28]([C:2]2[N:6]3[N:7]=[CH:8][C:9]([C:11]4[CH:12]=[C:13]([CH:18]=[CH:19][CH:20]=4)[C:14]([O:16][CH3:17])=[O:15])=[CH:10][C:5]3=[N:4][CH:3]=2)[CH:29]=[CH:30][CH:31]=1)=[O:24]. (3) The product is: [CH3:1][O:2][C:3]1[CH:4]=[C:5]2[C:6](=[CH:7][CH:8]=1)[C:12]([C:14]1[S:15][CH:16]=[CH:17][CH:18]=1)=[N:11][CH2:10][CH2:9]2. Given the reactants [CH3:1][O:2][C:3]1[CH:4]=[C:5]([CH2:9][CH2:10][NH:11][C:12]([C:14]2[S:15][CH:16]=[CH:17][CH:18]=2)=O)[CH:6]=[CH:7][CH:8]=1.P(Cl)(Cl)(Cl)=O, predict the reaction product. (4) Given the reactants [CH3:1][O:2][C:3]1[CH:8]=[CH:7][C:6]([S:9]([N:12]([C@@H:20]([CH2:28][CH3:29])[C:21]([O:23]C(C)(C)C)=[O:22])[CH2:13][C:14]2[CH:15]=[N:16][CH:17]=[CH:18][CH:19]=2)(=[O:11])=[O:10])=[CH:5][CH:4]=1.FC(F)(F)C(O)=O, predict the reaction product. The product is: [CH3:1][O:2][C:3]1[CH:8]=[CH:7][C:6]([S:9]([N:12]([C@@H:20]([CH2:28][CH3:29])[C:21]([OH:23])=[O:22])[CH2:13][C:14]2[CH:15]=[N:16][CH:17]=[CH:18][CH:19]=2)(=[O:11])=[O:10])=[CH:5][CH:4]=1.